From a dataset of Catalyst prediction with 721,799 reactions and 888 catalyst types from USPTO. Predict which catalyst facilitates the given reaction. (1) Reactant: [CH2:1]([O:8][C:9]1[CH:14]=[CH:13][C:12]([CH2:15][CH2:16][CH2:17][CH2:18][CH2:19][S:20](Cl)(=[O:22])=[O:21])=[CH:11][CH:10]=1)[C:2]1[CH:7]=[CH:6][CH:5]=[CH:4][CH:3]=1.[NH4+].[F-:25]. Product: [CH2:1]([O:8][C:9]1[CH:14]=[CH:13][C:12]([CH2:15][CH2:16][CH2:17][CH2:18][CH2:19][S:20]([F:25])(=[O:22])=[O:21])=[CH:11][CH:10]=1)[C:2]1[CH:7]=[CH:6][CH:5]=[CH:4][CH:3]=1.[CH2:1]([O:8][C:9]1[CH:10]=[CH:11][C:12]([CH2:15][CH2:16][CH2:17][CH2:18][CH2:19][CH2:18][CH2:19][S:20]([F:25])(=[O:22])=[O:21])=[CH:13][CH:14]=1)[C:2]1[CH:3]=[CH:4][CH:5]=[CH:6][CH:7]=1. The catalyst class is: 21. (2) Reactant: [CH:1]([C:4]1[C:9](S(C2C=CC(C)=CC=2)(=O)=O)=[CH:8][C:7]([C:20]2[N:21]=[CH:22][S:23][CH:24]=2)=[C:6]([O:25][CH3:26])[CH:5]=1)([CH3:3])[CH3:2].C([O-])([O-])=[O:28].[K+].[K+]. Product: [CH:1]([C:4]1[CH:5]=[C:6]([O:25][CH3:26])[C:7]([C:20]2[N:21]=[CH:22][S:23][CH:24]=2)=[CH:8][C:9]=1[OH:28])([CH3:3])[CH3:2]. The catalyst class is: 5.